Dataset: Full USPTO retrosynthesis dataset with 1.9M reactions from patents (1976-2016). Task: Predict the reactants needed to synthesize the given product. (1) Given the product [CH3:21][C:17]1[C:16]([N+:22]([O-:24])=[O:23])=[C:15]2[C:20](=[CH:19][CH:18]=1)[C:11]([NH:1][C:2]1[CH:9]=[CH:8][C:5]([C:6]#[N:7])=[CH:4][CH:3]=1)=[N:12][CH:13]=[CH:14]2, predict the reactants needed to synthesize it. The reactants are: [NH2:1][C:2]1[CH:9]=[CH:8][C:5]([C:6]#[N:7])=[CH:4][CH:3]=1.Cl[C:11]1[C:20]2[C:15](=[C:16]([N+:22]([O-:24])=[O:23])[C:17]([CH3:21])=[CH:18][CH:19]=2)[CH:14]=[CH:13][N:12]=1.C(O)(C(F)(F)F)=O. (2) Given the product [C:10]([N:9]([CH2:13][C:14]1[CH:19]=[C:18]([C:20]([F:21])([F:22])[F:23])[CH:17]=[CH:16][C:15]=1[C:42]1[CH:43]=[C:38]([CH2:37][C:36]([OH:35])=[O:45])[CH:39]=[N:40][CH:41]=1)[CH2:1][CH2:2][C:3]1[CH:4]=[CH:5][CH:6]=[CH:7][CH:8]=1)(=[O:12])[CH3:11], predict the reactants needed to synthesize it. The reactants are: [CH2:1]([N:9]([CH2:13][C:14]1[CH:19]=[C:18]([C:20]([F:23])([F:22])[F:21])[CH:17]=[CH:16][C:15]=1B1OC(C)(C)C(C)(C)O1)[C:10](=[O:12])[CH3:11])[CH2:2][C:3]1[CH:8]=[CH:7][CH:6]=[CH:5][CH:4]=1.C([O:35][C:36](=[O:45])[CH2:37][C:38]1[CH:39]=[N:40][CH:41]=[C:42](Br)[CH:43]=1)C. (3) Given the product [Cl:1][C:2]1[CH:3]=[C:4](/[CH:9]=[CH:10]/[C:11]([N:13]2[CH2:18][CH2:17][N:16]([CH2:19][CH2:20][C:21]([N:32]3[CH2:33][CH2:34][C:29]4([CH2:27][CH2:28]4)[C@H:30]([OH:35])[CH2:31]3)=[O:22])[C:15](=[O:24])[C@@H:14]2[CH3:25])=[O:12])[CH:5]=[CH:6][C:7]=1[F:8], predict the reactants needed to synthesize it. The reactants are: [Cl:1][C:2]1[CH:3]=[C:4](/[CH:9]=[CH:10]/[C:11]([N:13]2[CH2:18][CH2:17][N:16]([CH2:19][CH2:20][C:21](O)=[O:22])[C:15](=[O:24])[C@@H:14]2[CH3:25])=[O:12])[CH:5]=[CH:6][C:7]=1[F:8].Cl.[CH2:27]1[C:29]2([CH2:34][CH2:33][NH:32][CH2:31][C@H:30]2[OH:35])[CH2:28]1.CN1CCOCC1.F[P-](F)(F)(F)(F)F.N1(OC(N(C)C)=[N+](C)C)C2N=CC=CC=2N=N1. (4) Given the product [F:1][C:2]1[CH:7]=[CH:6][C:5]([F:8])=[CH:4][C:3]=1[C:9]1[CH2:13][N:12]([C:14]([N:16]([CH3:18])[CH3:17])=[O:15])[C:11]([CH:25]([OH:26])[CH3:27])([C:19]2[CH:24]=[CH:23][CH:22]=[CH:21][CH:20]=2)[CH:10]=1, predict the reactants needed to synthesize it. The reactants are: [F:1][C:2]1[CH:7]=[CH:6][C:5]([F:8])=[CH:4][C:3]=1[C:9]1[CH2:13][N:12]([C:14]([N:16]([CH3:18])[CH3:17])=[O:15])[C:11]([CH:25]=[O:26])([C:19]2[CH:24]=[CH:23][CH:22]=[CH:21][CH:20]=2)[CH:10]=1.[CH3:27][Mg]Br. (5) Given the product [CH3:36][CH:35]([CH3:37])[CH2:34][CH2:33][N:11]([CH2:12][C:13]1[CH:14]=[C:15]([NH:22][CH2:23][CH2:24][CH2:25][N:26]2[CH2:27][CH2:28][CH2:29][CH2:30][CH2:31]2)[C:16]([NH2:19])=[CH:17][CH:18]=1)[CH2:10][CH2:9][CH:8]([CH3:7])[CH3:38], predict the reactants needed to synthesize it. The reactants are: [H-].[Al+3].[Li+].[H-].[H-].[H-].[CH3:7][CH:8]([CH3:38])[CH2:9][CH2:10][N:11]([CH2:33][CH2:34][CH:35]([CH3:37])[CH3:36])[C:12](=O)[C:13]1[CH:18]=[CH:17][C:16]([N+:19]([O-])=O)=[C:15]([NH:22][CH2:23][CH2:24][CH2:25][N:26]2[CH2:31][CH2:30][CH2:29][CH2:28][CH2:27]2)[CH:14]=1.O. (6) The reactants are: [CH2:1]=[C:2]1[C:7](=[O:8])[CH:6]2[CH2:9][CH2:10][N:3]1[CH2:4][CH2:5]2.C1COCC1. Given the product [CH3:1][CH:2]1[C:7](=[O:8])[CH:6]2[CH2:9][CH2:10][N:3]1[CH2:4][CH2:5]2, predict the reactants needed to synthesize it.